The task is: Predict the reaction yield, written as a fraction of the theoretical maximum amount of product (1.0 means a 100% yield; for example, 0.34 means a 34% yield).. This data is from Reaction yield outcomes from USPTO patents with 853,638 reactions. (1) The reactants are C[O:2][C:3]1[CH:8]=[CH:7][C:6]([C:9]2([C:12]([O:14][CH3:15])=[O:13])[CH2:11][CH2:10]2)=[CH:5][CH:4]=1.CCS.[Al+3].[Cl-].[Cl-].[Cl-]. The catalyst is ClCCl. The product is [CH3:15][O:14][C:12]([C:9]1([C:6]2[CH:5]=[CH:4][C:3]([OH:2])=[CH:8][CH:7]=2)[CH2:10][CH2:11]1)=[O:13]. The yield is 0.950. (2) The yield is 0.240. The reactants are [F:1][C:2]1([F:59])[C:14]2[CH:13]=[C:12]([C:15]3[NH:19][C:18]([C@@H:20]4[CH2:24][CH2:23][CH2:22][N:21]4C(OC(C)(C)C)=O)=[N:17][CH:16]=3)[CH:11]=[CH:10][C:9]=2[C:8]2[C:3]1=[CH:4][C:5]([C:32]1[CH:33]=[CH:34][C:35]3[N:39]=[C:38]([C@@H:40]4[C@@H:45]5[CH2:46][C@@H:42]([CH2:43][CH2:44]5)[N:41]4[C:47](=[O:57])[C@@H](NC(OC)=O)C(C)C)[NH:37][C:36]=3[CH:58]=1)=[CH:6][CH:7]=2.Cl.O1C[CH2:65][O:64][CH2:63]C1.[CH3:67][O:68][C:69]([NH:71][C@H:72]([C:76]1[CH:81]=[CH:80][CH:79]=[CH:78][CH:77]=1)[C:73]([OH:75])=O)=[O:70].CCOC([C:87](C#N)=[N:88]OC(N1CCOCC1)=[N+](C)C)=O.F[P-](F)(F)(F)(F)F.C(N([CH:115]([CH3:117])[CH3:116])CC)(C)C.C[OH:119]. The product is [CH3:65][O:64][C:63]([NH:88][C@@H:87]([CH:115]([CH3:116])[CH3:117])[C:47]([N:41]1[C@H:40]([C:38]2[NH:37][C:36]3[CH:58]=[C:32]([C:5]4[CH:4]=[C:3]5[C:8]([C:9]6[CH:10]=[CH:11][C:12]([C:15]7[NH:19][C:18]([C@@H:20]8[CH2:24][CH2:23][CH2:22][N:21]8[C:73](=[O:75])[C@H:72]([NH:71][C:69](=[O:70])[O:68][CH3:67])[C:76]8[CH:81]=[CH:80][CH:79]=[CH:78][CH:77]=8)=[N:17][CH:16]=7)=[CH:13][C:14]=6[C:2]5([F:59])[F:1])=[CH:7][CH:6]=4)[CH:33]=[CH:34][C:35]=3[N:39]=2)[C@@H:45]2[CH2:46][C@H:42]1[CH2:43][CH2:44]2)=[O:57])=[O:119]. No catalyst specified.